This data is from Forward reaction prediction with 1.9M reactions from USPTO patents (1976-2016). The task is: Predict the product of the given reaction. (1) Given the reactants [C:1]([C:3]1[N:11]=[CH:10][C:9]2[N:8]([CH2:12][O:13][CH2:14][CH2:15][Si:16]([CH3:19])([CH3:18])[CH3:17])[C:7]3[N:20]=[CH:21][CH:22]=[C:23]([N:24]4[CH2:28][CH2:27][C@H:26]([N:29]([CH2:37][CH3:38])[C:30](=[O:36])[O:31][C:32]([CH3:35])([CH3:34])[CH3:33])[CH2:25]4)[C:6]=3[C:5]=2[CH:4]=1)#[N:2].[Cl:39]N1C(=O)CCC1=O, predict the reaction product. The product is: [Cl:39][C:22]1[CH:21]=[N:20][C:7]2[N:8]([CH2:12][O:13][CH2:14][CH2:15][Si:16]([CH3:18])([CH3:19])[CH3:17])[C:9]3[CH:10]=[N:11][C:3]([C:1]#[N:2])=[CH:4][C:5]=3[C:6]=2[C:23]=1[N:24]1[CH2:28][CH2:27][C@H:26]([N:29]([CH2:37][CH3:38])[C:30](=[O:36])[O:31][C:32]([CH3:33])([CH3:34])[CH3:35])[CH2:25]1. (2) Given the reactants Cl.[NH:2]1[CH2:7][CH2:6][CH:5]([C:8]2[CH:22]=[CH:21][C:11]([C:12]([NH:14][C:15]3[N:20]=[CH:19][CH:18]=[CH:17][N:16]=3)=[O:13])=[CH:10][CH:9]=2)[CH2:4][CH2:3]1.[NH2:23][C:24]1[CH:25]=[C:26]([CH:30]=[CH:31][C:32]=1[CH3:33])[C:27](O)=[O:28].C(N(CC)C(C)C)(C)C, predict the reaction product. The product is: [NH2:23][C:24]1[CH:25]=[C:26]([CH:30]=[CH:31][C:32]=1[CH3:33])[C:27]([N:2]1[CH2:7][CH2:6][CH:5]([C:8]2[CH:22]=[CH:21][C:11]([C:12]([NH:14][C:15]3[N:16]=[CH:17][CH:18]=[CH:19][N:20]=3)=[O:13])=[CH:10][CH:9]=2)[CH2:4][CH2:3]1)=[O:28]. (3) Given the reactants [CH3:1][C:2]1[O:6][N:5]=[C:4]([C:7]2[CH:12]=[CH:11][N:10]=[CH:9][CH:8]=2)[C:3]=1[CH2:13][O:14][C:15]1[CH:23]=[CH:22][C:18]([C:19]([OH:21])=O)=[CH:17][N:16]=1.[NH2:24][CH:25]1[CH2:30][CH2:29][O:28][CH2:27][CH2:26]1, predict the reaction product. The product is: [CH3:1][C:2]1[O:6][N:5]=[C:4]([C:7]2[CH:8]=[CH:9][N:10]=[CH:11][CH:12]=2)[C:3]=1[CH2:13][O:14][C:15]1[CH:23]=[CH:22][C:18]([C:19]([NH:24][CH:25]2[CH2:30][CH2:29][O:28][CH2:27][CH2:26]2)=[O:21])=[CH:17][N:16]=1.